This data is from Rat liver microsome stability data. The task is: Regression/Classification. Given a drug SMILES string, predict its absorption, distribution, metabolism, or excretion properties. Task type varies by dataset: regression for continuous measurements (e.g., permeability, clearance, half-life) or binary classification for categorical outcomes (e.g., BBB penetration, CYP inhibition). Dataset: rlm. The compound is O=C(Cc1nnc(O)c2ccccc12)NC1CCCc2c1[nH]c1c(Cl)cccc21. The result is 1 (stable in rat liver microsomes).